From a dataset of Catalyst prediction with 721,799 reactions and 888 catalyst types from USPTO. Predict which catalyst facilitates the given reaction. (1) Reactant: [CH3:1][O:2][C:3]1[CH:8]=[CH:7][C:6]([OH:9])=[CH:5][CH:4]=1.[H-].[Na+].Br[C:13]1[CH:14]=[N:15][CH:16]=[C:17]([Br:19])[CH:18]=1.O. Product: [Br:19][C:17]1[CH:16]=[N:15][CH:14]=[C:13]([O:9][C:6]2[CH:7]=[CH:8][C:3]([O:2][CH3:1])=[CH:4][CH:5]=2)[CH:18]=1. The catalyst class is: 42. (2) Reactant: [NH2:1][C:2]1[C:10]([Br:11])=[CH:9][CH:8]=[CH:7][C:3]=1[C:4]([OH:6])=O.[C:12]1([N:18]=[C:19]=[S:20])[CH:17]=[CH:16][CH:15]=[CH:14][CH:13]=1. Product: [Br:11][C:10]1[CH:9]=[CH:8][CH:7]=[C:3]2[C:2]=1[NH:1][C:19](=[S:20])[N:18]([C:12]1[CH:17]=[CH:16][CH:15]=[CH:14][CH:13]=1)[C:4]2=[O:6]. The catalyst class is: 218.